The task is: Regression. Given a peptide amino acid sequence and an MHC pseudo amino acid sequence, predict their binding affinity value. This is MHC class II binding data.. This data is from Peptide-MHC class II binding affinity with 134,281 pairs from IEDB. The peptide sequence is VWREMHHLVEFEPPH. The MHC is HLA-DQA10201-DQB10303 with pseudo-sequence HLA-DQA10201-DQB10303. The binding affinity (normalized) is 0.237.